From a dataset of Full USPTO retrosynthesis dataset with 1.9M reactions from patents (1976-2016). Predict the reactants needed to synthesize the given product. (1) Given the product [NH:5]1[CH:6]=[C:2]([C:10]2[CH:11]=[CH:12][CH:13]=[CH:14][C:9]=2[CH2:8][OH:7])[N:3]=[CH:4]1, predict the reactants needed to synthesize it. The reactants are: Br[C:2]1[N:3]=[CH:4][NH:5][CH:6]=1.[OH:7][CH2:8][C:9]1[CH:14]=[CH:13][CH:12]=[CH:11][C:10]=1B(O)O.C1C=CC(P(C2C=CC=CC=2)C2C=CC=CC=2)=CC=1.C(=O)([O-])[O-].[K+].[K+]. (2) Given the product [O-:1][C:2]1[CH:7]=[CH:6][CH:5]=[CH:4][CH:3]=1.[C:12]1([Si:18]([C:35]2[CH:40]=[CH:39][CH:38]=[CH:37][CH:36]=2)([C:29]2[CH:30]=[CH:31][CH:32]=[CH:33][CH:34]=2)[C:19]2([Ti+:28]([Cl:10])[Cl:9])[C:23]([CH3:24])=[C:22]([CH3:25])[C:21]([CH3:26])=[C:20]2[CH3:27])[CH:13]=[CH:14][CH:15]=[CH:16][CH:17]=1, predict the reactants needed to synthesize it. The reactants are: [O-:1][C:2]1[CH:7]=[CH:6][CH:5]=[CH:4][CH:3]=1.[Li+].[Cl-:9].[Cl-:10].[Cl-].[C:12]1([Si:18]([C:35]2[CH:40]=[CH:39][CH:38]=[CH:37][CH:36]=2)([C:29]2[CH:34]=[CH:33][CH:32]=[CH:31][CH:30]=2)[C:19]2([Ti+3:28])[C:23]([CH3:24])=[C:22]([CH3:25])[C:21]([CH3:26])=[C:20]2[CH3:27])[CH:17]=[CH:16][CH:15]=[CH:14][CH:13]=1. (3) Given the product [CH3:10][O:9][C:7]1[CH:6]=[C:5]([CH2:11][CH2:12][NH:13][C:22](=[O:23])[CH2:21][C:18]2[CH:19]=[CH:20][C:15]([F:14])=[CH:16][CH:17]=2)[CH:4]=[C:3]([O:2][CH3:1])[CH:8]=1, predict the reactants needed to synthesize it. The reactants are: [CH3:1][O:2][C:3]1[CH:4]=[C:5]([CH2:11][CH2:12][NH2:13])[CH:6]=[C:7]([O:9][CH3:10])[CH:8]=1.[F:14][C:15]1[CH:20]=[CH:19][C:18]([CH2:21][C:22](O)=[O:23])=[CH:17][CH:16]=1.C1CN([P+](ON2N=NC3C=CC=CC2=3)(N2CCCC2)N2CCCC2)CC1.F[P-](F)(F)(F)(F)F.C(N(C(C)C)C(C)C)C. (4) Given the product [C:1]1([C:17]2[CH:18]=[CH:19][CH:20]=[CH:21][CH:22]=2)[CH:6]=[CH:5][CH:4]=[C:3]([C:7]2[N:8]=[C:9]3[C:14]([NH:15][C:29]([C:24]4[CH:25]=[N:26][CH:27]=[CH:28][N:23]=4)=[O:30])=[CH:13][CH:12]=[CH:11][N:10]3[CH:16]=2)[CH:2]=1, predict the reactants needed to synthesize it. The reactants are: [C:1]1([C:17]2[CH:22]=[CH:21][CH:20]=[CH:19][CH:18]=2)[CH:6]=[CH:5][CH:4]=[C:3]([C:7]2[N:8]=[C:9]3[C:14]([NH2:15])=[CH:13][CH:12]=[CH:11][N:10]3[CH:16]=2)[CH:2]=1.[N:23]1[CH:28]=[CH:27][N:26]=[CH:25][C:24]=1[C:29](O)=[O:30].CN(C(ON1N=NC2C=CC=NC1=2)=[N+](C)C)C.F[P-](F)(F)(F)(F)F.CCN(C(C)C)C(C)C.C([O-])(O)=O.[Na+]. (5) The reactants are: [CH2:1]([N:8]1[CH2:12][C@@H:11]([C@H:13]2[CH2:17][O:16]C(C)(C)[O:14]2)[CH2:10][C:9]1=[O:20])[C:2]1[CH:7]=[CH:6][CH:5]=[CH:4][CH:3]=1. Given the product [CH2:1]([N:8]1[CH2:12][C@@H:11]([C@H:13]([OH:14])[CH2:17][OH:16])[CH2:10][C:9]1=[O:20])[C:2]1[CH:3]=[CH:4][CH:5]=[CH:6][CH:7]=1, predict the reactants needed to synthesize it.